Dataset: Full USPTO retrosynthesis dataset with 1.9M reactions from patents (1976-2016). Task: Predict the reactants needed to synthesize the given product. (1) Given the product [N:28]1[C:29]2[C:24](=[CH:23][CH:22]=[C:21]([NH:20][C:18]3[CH:19]=[C:14]([C:11]4[CH2:12][CH2:13][NH:8][CH2:9][CH:10]=4)[N:15]=[CH:16][N:17]=3)[CH:30]=2)[CH:25]=[CH:26][CH:27]=1, predict the reactants needed to synthesize it. The reactants are: C(OC([N:8]1[CH2:13][CH:12]=[C:11]([C:14]2[CH:19]=[C:18]([NH:20][C:21]3[CH:30]=[C:29]4[C:24]([CH:25]=[CH:26][CH:27]=[N:28]4)=[CH:23][CH:22]=3)[N:17]=[CH:16][N:15]=2)[CH2:10][CH2:9]1)=O)(C)(C)C.C(O)(C(F)(F)F)=O. (2) Given the product [F:1][C:2]1[CH:15]=[CH:14][CH:13]=[C:12]([F:16])[C:3]=1[C:4]([NH:6][C:7]1[CH:11]=[CH:10][N:9]([CH2:28][C:29]2[C:34]([O:35][CH3:36])=[CH:33][CH:32]=[CH:31][C:30]=2[CH3:37])[N:8]=1)=[O:5], predict the reactants needed to synthesize it. The reactants are: [F:1][C:2]1[CH:15]=[CH:14][CH:13]=[C:12]([F:16])[C:3]=1[C:4]([NH:6][C:7]1[CH:11]=[CH:10][NH:9][N:8]=1)=[O:5].C[Si]([N-][Si](C)(C)C)(C)C.[Li+].Br[CH2:28][C:29]1[C:34]([O:35][CH3:36])=[CH:33][CH:32]=[CH:31][C:30]=1[CH3:37].C(=O)(O)[O-].[Na+]. (3) Given the product [CH3:34][C:2]([CH3:1])([CH3:33])[C:3]#[C:4][C:5]1[S:9][C:8]([C:10]([OH:12])=[O:11])=[C:7]([N:14]([C@@H:24]2[CH2:28][CH2:27][N:26]([CH:29]([CH3:30])[CH3:31])[C:25]2=[O:32])[C:15]([C@H:17]2[CH2:22][CH2:21][C@H:20]([CH3:23])[CH2:19][CH2:18]2)=[O:16])[CH:6]=1, predict the reactants needed to synthesize it. The reactants are: [CH3:1][C:2]([CH3:34])([CH3:33])[C:3]#[C:4][C:5]1[S:9][C:8]([C:10]([O:12]C)=[O:11])=[C:7]([N:14]([CH:24]2[CH2:28][CH2:27][N:26]([CH:29]([CH3:31])[CH3:30])[C:25]2=[O:32])[C:15]([C@H:17]2[CH2:22][CH2:21][C@H:20]([CH3:23])[CH2:19][CH2:18]2)=[O:16])[CH:6]=1.O[Li].O.Cl. (4) Given the product [Br:1][C:2]1[CH:3]=[CH:4][C:5]([F:11])=[C:6]([CH:10]=1)[C:7]([NH:19][CH3:18])=[O:8], predict the reactants needed to synthesize it. The reactants are: [Br:1][C:2]1[CH:3]=[CH:4][C:5]([F:11])=[C:6]([CH:10]=1)[C:7](O)=[O:8].C(Cl)(=O)C(Cl)=O.[CH3:18][NH2:19]. (5) Given the product [CH2:21]([N:8]1[C:4]2[C:3]([O:13][CH3:14])=[C:2]([Br:1])[CH:12]=[CH:11][C:5]=2[N:6]([CH3:10])[C:7]1=[O:9])[C:22]1[CH:27]=[CH:26][CH:25]=[CH:24][CH:23]=1, predict the reactants needed to synthesize it. The reactants are: [Br:1][C:2]1[CH:12]=[CH:11][C:5]2[N:6]([CH3:10])[C:7](=[O:9])[NH:8][C:4]=2[C:3]=1[O:13][CH3:14].C(=O)([O-])[O-].[Cs+].[Cs+].[CH2:21](Br)[C:22]1[CH:27]=[CH:26][CH:25]=[CH:24][CH:23]=1. (6) Given the product [C:4]([O:3][C:1]([N:8]1[CH2:9][CH2:10][N:11]([S:18]([CH2:17][CH2:16][CH2:15][Cl:14])(=[O:20])=[O:19])[CH2:12][CH2:13]1)=[O:2])([CH3:7])([CH3:6])[CH3:5], predict the reactants needed to synthesize it. The reactants are: [C:1]([N:8]1[CH2:13][CH2:12][NH:11][CH2:10][CH2:9]1)([O:3][C:4]([CH3:7])([CH3:6])[CH3:5])=[O:2].[Cl:14][CH2:15][CH2:16][CH2:17][S:18](Cl)(=[O:20])=[O:19].C(N(CC)CC)C. (7) The reactants are: Cl.[CH3:2][O:3][C:4]1[CH:9]=[CH:8][CH:7]=[CH:6][C:5]=1[N:10]1[CH2:15][CH2:14][NH:13][CH2:12][CH2:11]1.Br[CH:17]([CH3:24])[CH2:18][C:19]([O:21][CH2:22][CH3:23])=[O:20].C(=O)([O-])[O-].[K+].[K+].[I-].[K+]. Given the product [CH3:2][O:3][C:4]1[CH:9]=[CH:8][CH:7]=[CH:6][C:5]=1[N:10]1[CH2:15][CH2:14][N:13]([CH:17]([CH3:24])[CH2:18][C:19]([O:21][CH2:22][CH3:23])=[O:20])[CH2:12][CH2:11]1, predict the reactants needed to synthesize it. (8) The reactants are: [CH:1]1[C:10]2[C:5](=[CH:6][CH:7]=[CH:8][CH:9]=2)[CH:4]=[CH:3][C:2]=1[CH2:11][CH:12]1[C:21]2[C:16](=[CH:17][C:18]([O:24][CH3:25])=[C:19]([O:22][CH3:23])[CH:20]=2)[CH2:15][CH2:14][NH:13]1.Br[CH2:27][C:28](Br)=[O:29].[CH2:31]([NH:38][CH3:39])[C:32]1[CH:37]=[CH:36][CH:35]=[CH:34][CH:33]=1. Given the product [CH:1]1[C:10]2[C:5](=[CH:6][CH:7]=[CH:8][CH:9]=2)[CH:4]=[CH:3][C:2]=1[CH2:11][CH:12]1[C:21]2[C:16](=[CH:17][C:18]([O:24][CH3:25])=[C:19]([O:22][CH3:23])[CH:20]=2)[CH2:15][CH2:14][N:13]1[CH2:27][C:28]([N:38]([CH2:31][C:32]1[CH:37]=[CH:36][CH:35]=[CH:34][CH:33]=1)[CH3:39])=[O:29], predict the reactants needed to synthesize it. (9) Given the product [N:22]1[CH:27]=[CH:26][CH:25]=[CH:24][C:23]=1[CH2:28][NH:29][C:30]([C:32]1[CH:41]=[CH:40][C:35]([C:36]([OH:38])=[O:37])=[CH:34][N:33]=1)=[O:31], predict the reactants needed to synthesize it. The reactants are: COC(C1C=CC(C(O)=O)=NC=1)=O.N1C=CC=CC=1CN.[N:22]1[CH:27]=[CH:26][CH:25]=[CH:24][C:23]=1[CH2:28][NH:29][C:30]([C:32]1[CH:41]=[CH:40][C:35]([C:36]([O:38]C)=[O:37])=[CH:34][N:33]=1)=[O:31].